Dataset: Full USPTO retrosynthesis dataset with 1.9M reactions from patents (1976-2016). Task: Predict the reactants needed to synthesize the given product. (1) Given the product [CH:1]1[C:13]2[CH:12]([CH2:14][O:15][C:16]([N:18]3[CH2:23][C@@H:22]([C:24](=[O:47])[NH:25][CH2:26][C:27]4([CH2:41][CH2:42][CH2:43][CH2:44][O:45][CH3:46])[C:40]5[CH:39]=[CH:38][CH:37]=[CH:36][C:35]=5[O:34][C:33]5[C:28]4=[CH:29][CH:30]=[CH:31][CH:32]=5)[CH2:21][C@@H:20]([NH:48][S:52]([CH:49]4[CH2:51][CH2:50]4)(=[O:54])=[O:53])[CH2:19]3)=[O:17])[C:11]3[C:6](=[CH:7][CH:8]=[CH:9][CH:10]=3)[C:5]=2[CH:4]=[CH:3][CH:2]=1, predict the reactants needed to synthesize it. The reactants are: [CH:1]1[C:13]2[CH:12]([CH2:14][O:15][C:16]([N:18]3[CH2:23][C@@H:22]([C:24](=[O:47])[NH:25][CH2:26][C:27]4([CH2:41][CH2:42][CH2:43][CH2:44][O:45][CH3:46])[C:40]5[CH:39]=[CH:38][CH:37]=[CH:36][C:35]=5[O:34][C:33]5[C:28]4=[CH:29][CH:30]=[CH:31][CH:32]=5)[CH2:21][C@@H:20]([NH2:48])[CH2:19]3)=[O:17])[C:11]3[C:6](=[CH:7][CH:8]=[CH:9][CH:10]=3)[C:5]=2[CH:4]=[CH:3][CH:2]=1.[CH:49]1([S:52](Cl)(=[O:54])=[O:53])[CH2:51][CH2:50]1. (2) Given the product [C:56]([N:59]1[CH2:64][CH2:63][N:62]([CH2:65][CH2:66][CH2:67][O:34][C:31]2[CH:32]=[C:33]3[C:28](=[CH:29][C:30]=2[O:35][CH3:36])[N:27]=[CH:26][N:25]=[C:24]3[O:23][C:22]2[C:14]([F:13])=[C:15]3[C:19](=[CH:20][CH:21]=2)[NH:18][CH:17]=[CH:16]3)[CH2:61][CH2:60]1)(=[O:58])[CH3:57], predict the reactants needed to synthesize it. The reactants are: N(C(OCC)=O)=NC(OCC)=O.[F:13][C:14]1[C:22]([O:23][C:24]2[C:33]3[C:28](=[CH:29][C:30]([O:35][CH3:36])=[C:31]([OH:34])[CH:32]=3)[N:27]=[CH:26][N:25]=2)=[CH:21][CH:20]=[C:19]2[C:15]=1[CH:16]=[CH:17][NH:18]2.C1(P(C2C=CC=CC=2)C2C=CC=CC=2)C=CC=CC=1.[C:56]([N:59]1[CH2:64][CH2:63][N:62]([CH2:65][CH2:66][CH2:67]O)[CH2:61][CH2:60]1)(=[O:58])[CH3:57]. (3) Given the product [C:37]([C:34]([C:30]1[CH:29]=[C:28]([CH:33]=[CH:32][CH:31]=1)[C:27]([NH:26][C:24]1[CH:25]=[C:20]([CH:21]=[CH:22][C:23]=1[CH3:40])[O:19][C:17]1[CH:16]=[CH:15][C:13]2[N:14]=[C:10]([NH:9][C:6]([C:4]3[N:3]=[CH:2][O:1][CH:5]=3)=[O:7])[S:11][C:12]=2[CH:18]=1)=[O:39])([CH3:36])[CH3:35])#[N:38], predict the reactants needed to synthesize it. The reactants are: [O:1]1[CH:5]=[C:4]([C:6](Cl)=[O:7])[N:3]=[CH:2]1.[NH2:9][C:10]1[S:11][C:12]2[CH:18]=[C:17]([O:19][C:20]3[CH:21]=[CH:22][C:23]([CH3:40])=[C:24]([NH:26][C:27](=[O:39])[C:28]4[CH:33]=[CH:32][CH:31]=[C:30]([C:34]([C:37]#[N:38])([CH3:36])[CH3:35])[CH:29]=4)[CH:25]=3)[CH:16]=[CH:15][C:13]=2[N:14]=1.